Dataset: Forward reaction prediction with 1.9M reactions from USPTO patents (1976-2016). Task: Predict the product of the given reaction. (1) Given the reactants [Br-].[CH2:2]([P+](C1C=CC=CC=1)(C1C=CC=CC=1)C1C=CC=CC=1)[C:3]1[CH:8]=[CH:7][CH:6]=[CH:5][CH:4]=1.C([Li])CCC.[CH2:33]([O:35][C:36]([C:38]1[C:42]([CH:43]=O)=[CH:41][S:40][C:39]=1[NH:45][C:46]([O:48][C:49]([CH3:52])([CH3:51])[CH3:50])=[O:47])=[O:37])[CH3:34], predict the reaction product. The product is: [CH2:33]([O:35][C:36]([C:38]1[C:42]([CH:43]=[CH:2][C:3]2[CH:4]=[CH:5][CH:6]=[CH:7][CH:8]=2)=[CH:41][S:40][C:39]=1[NH:45][C:46]([O:48][C:49]([CH3:50])([CH3:52])[CH3:51])=[O:47])=[O:37])[CH3:34]. (2) Given the reactants [Br:1][C:2]1[C:3]([CH2:12][CH3:13])=[C:4]([CH2:10]O)[C:5]([CH2:8][CH3:9])=[CH:6][CH:7]=1.S(Cl)([Cl:16])=O, predict the reaction product. The product is: [Br:1][C:2]1[CH:7]=[CH:6][C:5]([CH2:8][CH3:9])=[C:4]([CH2:10][Cl:16])[C:3]=1[CH2:12][CH3:13]. (3) Given the reactants [NH2:1][C:2]1[C:7]([Br:8])=[N:6][C:5]([Br:9])=[CH:4][N:3]=1.[Cl:10][CH2:11][C:12](O[C:12](=[O:13])[CH2:11][Cl:10])=[O:13], predict the reaction product. The product is: [Cl:10][CH2:11][C:12]([NH:1][C:2]1[C:7]([Br:8])=[N:6][C:5]([Br:9])=[CH:4][N:3]=1)=[O:13]. (4) Given the reactants [CH:1]12[CH2:7][CH:4]([CH2:5][CH2:6]1)[CH2:3][C:2]2=[O:8].[CH3:9][Mg]Br.C1COCC1, predict the reaction product. The product is: [CH3:9][C:2]1([OH:8])[CH2:3][CH:4]2[CH2:7][CH:1]1[CH2:6][CH2:5]2. (5) Given the reactants [NH2:1][C:2]1[N:10]=[C:9]([O:11][CH2:12][CH2:13][CH2:14][CH3:15])[N:8]=[C:7]2[C:3]=1[N:4]=[C:5]([O:25]C)[N:6]2[CH2:16][C:17]1[CH:22]=[CH:21][C:20](CO)=[CH:19][CH:18]=1.Cl.[CH3:28][N:29]([CH2:31][CH2:32]Cl)[CH3:30].C(=O)([O-])[O-:35].[K+].[K+], predict the reaction product. The product is: [NH2:1][C:2]1[N:10]=[C:9]([O:11][CH2:12][CH2:13][CH2:14][CH3:15])[N:8]=[C:7]2[C:3]=1[NH:4][C:5](=[O:25])[N:6]2[CH2:16][C:17]1[CH:18]=[CH:19][C:20]([O:35][CH2:32][CH2:31][N:29]([CH3:30])[CH3:28])=[CH:21][CH:22]=1. (6) Given the reactants [CH2:1]([O:8][C:9](=[O:23])[NH:10][CH2:11][CH2:12][O:13][C:14]1[CH:19]=[CH:18][C:17]([C:20](=[O:22])[NH2:21])=[CH:16][CH:15]=1)[C:2]1[CH:7]=[CH:6][CH:5]=[CH:4][CH:3]=1.Br[CH2:25][C:26](OC)(OC)[CH3:27], predict the reaction product. The product is: [CH2:1]([O:8][C:9](=[O:23])[NH:10][CH2:11][CH2:12][O:13][C:14]1[CH:15]=[CH:16][C:17]([C:20]2[O:22][CH:25]=[C:26]([CH3:27])[N:21]=2)=[CH:18][CH:19]=1)[C:2]1[CH:7]=[CH:6][CH:5]=[CH:4][CH:3]=1. (7) Given the reactants [CH:1]1([N:4]([CH3:12])[C:5]([C@H:7]2[CH2:11][CH2:10][CH2:9][NH:8]2)=O)[CH2:3][CH2:2]1.B.Cl, predict the reaction product. The product is: [CH:1]1([N:4]([CH3:12])[CH2:5][C@H:7]2[CH2:11][CH2:10][CH2:9][NH:8]2)[CH2:3][CH2:2]1. (8) The product is: [CH2:21]([N:23]([CH2:24][CH3:25])[C:6](=[O:8])[C:5]1[CH:9]=[CH:10][C:2]([F:1])=[C:3]([N+:11]([O-:13])=[O:12])[CH:4]=1)[CH3:22]. Given the reactants [F:1][C:2]1[CH:10]=[CH:9][C:5]([C:6]([OH:8])=O)=[CH:4][C:3]=1[N+:11]([O-:13])=[O:12].C(Cl)Cl.O=S(Cl)Cl.[CH2:21]([NH:23][CH2:24][CH3:25])[CH3:22].C(N(CC)CC)C, predict the reaction product. (9) Given the reactants [OH:1][CH:2]([C@@H:5]1[CH2:10][C@H:9]([N:11]([C:16]([C:18]2[N:22]([CH2:23][CH2:24][CH2:25][CH2:26][O:27][CH3:28])[C:21]3[CH:29]=[CH:30][CH:31]=[CH:32][C:20]=3[N:19]=2)=[O:17])[CH2:12][CH:13]([CH3:15])[CH3:14])[CH2:8][N:7](C(OC(C)(C)C)=O)[CH2:6]1)[CH2:3][CH3:4].[ClH:40], predict the reaction product. The product is: [ClH:40].[ClH:40].[OH:1][CH:2]([C@H:5]1[CH2:6][NH:7][CH2:8][C@@H:9]([N:11]([CH2:12][CH:13]([CH3:14])[CH3:15])[C:16]([C:18]2[N:22]([CH2:23][CH2:24][CH2:25][CH2:26][O:27][CH3:28])[C:21]3[CH:29]=[CH:30][CH:31]=[CH:32][C:20]=3[N:19]=2)=[O:17])[CH2:10]1)[CH2:3][CH3:4].